From a dataset of NCI-60 drug combinations with 297,098 pairs across 59 cell lines. Regression. Given two drug SMILES strings and cell line genomic features, predict the synergy score measuring deviation from expected non-interaction effect. (1) Drug 1: CC1=CC2C(CCC3(C2CCC3(C(=O)C)OC(=O)C)C)C4(C1=CC(=O)CC4)C. Drug 2: CC1C(C(CC(O1)OC2CC(OC(C2O)C)OC3=CC4=CC5=C(C(=O)C(C(C5)C(C(=O)C(C(C)O)O)OC)OC6CC(C(C(O6)C)O)OC7CC(C(C(O7)C)O)OC8CC(C(C(O8)C)O)(C)O)C(=C4C(=C3C)O)O)O)O. Cell line: A549. Synergy scores: CSS=9.39, Synergy_ZIP=-3.40, Synergy_Bliss=1.94, Synergy_Loewe=1.42, Synergy_HSA=1.86. (2) Cell line: SF-295. Drug 2: CC(C)NC(=O)C1=CC=C(C=C1)CNNC.Cl. Drug 1: CCCCCOC(=O)NC1=NC(=O)N(C=C1F)C2C(C(C(O2)C)O)O. Synergy scores: CSS=-1.65, Synergy_ZIP=2.56, Synergy_Bliss=3.70, Synergy_Loewe=0.169, Synergy_HSA=-1.12. (3) Drug 1: CC12CCC3C(C1CCC2=O)CC(=C)C4=CC(=O)C=CC34C. Drug 2: CS(=O)(=O)CCNCC1=CC=C(O1)C2=CC3=C(C=C2)N=CN=C3NC4=CC(=C(C=C4)OCC5=CC(=CC=C5)F)Cl. Cell line: NCIH23. Synergy scores: CSS=48.5, Synergy_ZIP=0.844, Synergy_Bliss=-1.80, Synergy_Loewe=-2.88, Synergy_HSA=-2.58. (4) Drug 1: C1=C(C(=O)NC(=O)N1)N(CCCl)CCCl. Drug 2: C1=CC(=CC=C1C#N)C(C2=CC=C(C=C2)C#N)N3C=NC=N3. Cell line: 786-0. Synergy scores: CSS=24.0, Synergy_ZIP=-6.85, Synergy_Bliss=-8.48, Synergy_Loewe=-9.15, Synergy_HSA=-7.43. (5) Synergy scores: CSS=-6.09, Synergy_ZIP=2.64, Synergy_Bliss=1.25, Synergy_Loewe=-7.01, Synergy_HSA=-6.48. Drug 2: CC1=C(C=C(C=C1)C(=O)NC2=CC(=CC(=C2)C(F)(F)F)N3C=C(N=C3)C)NC4=NC=CC(=N4)C5=CN=CC=C5. Cell line: SR. Drug 1: C1C(C(OC1N2C=NC3=C(N=C(N=C32)Cl)N)CO)O. (6) Drug 1: C1=NC2=C(N1)C(=S)N=C(N2)N. Drug 2: C(CCl)NC(=O)N(CCCl)N=O. Cell line: DU-145. Synergy scores: CSS=34.9, Synergy_ZIP=3.39, Synergy_Bliss=3.52, Synergy_Loewe=-15.9, Synergy_HSA=1.42. (7) Drug 2: C1=CC=C(C=C1)NC(=O)CCCCCCC(=O)NO. Synergy scores: CSS=27.2, Synergy_ZIP=-2.11, Synergy_Bliss=4.59, Synergy_Loewe=5.47, Synergy_HSA=4.61. Drug 1: C1=NC(=NC(=O)N1C2C(C(C(O2)CO)O)O)N. Cell line: HCC-2998.